This data is from CYP2C9 inhibition data for predicting drug metabolism from PubChem BioAssay. The task is: Regression/Classification. Given a drug SMILES string, predict its absorption, distribution, metabolism, or excretion properties. Task type varies by dataset: regression for continuous measurements (e.g., permeability, clearance, half-life) or binary classification for categorical outcomes (e.g., BBB penetration, CYP inhibition). Dataset: cyp2c9_veith. (1) The molecule is O=C(COC(=O)c1ccccc1Nc1ccc(SC(F)F)cc1)NCc1ccco1. The result is 1 (inhibitor). (2) The molecule is CN(C)C[C@@H](O)c1ccc(Cl)c2ccccc12.Cc1ccc(S(=O)(=O)O)cc1. The result is 0 (non-inhibitor). (3) The compound is O=C(N/N=C1/C[C@@H](O)[C@@H](O)[C@H]2[C@@H]1CC[C@@H]1C(=O)N(Cc3ccccc3)C(=O)[C@H]12)OCc1ccccc1. The result is 0 (non-inhibitor). (4) The drug is CC1(C)N=C(N)N=C(N)N1c1cccc(OCc2cccc(N)c2)c1. The result is 0 (non-inhibitor). (5) The drug is COc1ccccc1CNc1ncncc1-c1ccc(C(=O)N(C)C)cc1. The result is 0 (non-inhibitor). (6) The compound is COc1c(Cl)cc(Cl)cc1CNCCNCC(C)O.Cl. The result is 0 (non-inhibitor). (7) The compound is CS(=O)(=O)c1ccccc1COC(=O)Nc1ccc(Cl)cc1. The result is 0 (non-inhibitor). (8) The drug is Nc1nc2ncc(CNc3ccc(C(=O)N[C@@H](CCC(=O)O)C(=O)O)cc3)nc2c(=O)[nH]1. The result is 0 (non-inhibitor). (9) The compound is Clc1ccc2c(NC3CCC(N4CCCCC4)CC3)ccnc2c1. The result is 0 (non-inhibitor). (10) The molecule is CCOC(=O)CCCNC(=O)c1cncc(Br)c1. The result is 0 (non-inhibitor).